From a dataset of Catalyst prediction with 721,799 reactions and 888 catalyst types from USPTO. Predict which catalyst facilitates the given reaction. (1) Reactant: [N:1]1[CH:6]=[CH:5][CH:4]=[C:3]([CH2:7][OH:8])[CH:2]=1.[H-].[Na+].[NH2:11][C:12]1[C:21](Cl)=[N:20][C:19]2[C:14](=[CH:15][CH:16]=[CH:17][CH:18]=2)[N:13]=1.[Cl-].[NH4+]. Product: [NH2:11][C:12]1[C:21]([O:8][CH2:7][C:3]2[CH:2]=[N:1][CH:6]=[CH:5][CH:4]=2)=[N:20][C:19]2[C:14](=[CH:15][CH:16]=[CH:17][CH:18]=2)[N:13]=1. The catalyst class is: 54. (2) Reactant: [Br:1][C:2]1[CH:3]=[C:4]([S:8](Cl)(=[O:10])=[O:9])[CH:5]=[CH:6][CH:7]=1.[CH3:12][C@@H:13]1[NH:18][CH2:17][CH2:16][N:15]([C:19]([O:21][C:22]([CH3:25])([CH3:24])[CH3:23])=[O:20])[CH2:14]1.C(N(C(C)C)CC)(C)C.BrC1C=CC=CC=1S(Cl)(=O)=O.C([O-])(O)=O.[Na+]. Product: [Br:1][C:2]1[CH:3]=[C:4]([S:8]([N:18]2[CH2:17][CH2:16][N:15]([C:19]([O:21][C:22]([CH3:25])([CH3:24])[CH3:23])=[O:20])[CH2:14][C@@H:13]2[CH3:12])(=[O:10])=[O:9])[CH:5]=[CH:6][CH:7]=1. The catalyst class is: 2. (3) Reactant: O=[C:2]1[CH:11]=[N:10][C:9]2[C:4](=[CH:5][CH:6]=[C:7]([C:12]#[N:13])[CH:8]=2)[NH:3]1.O=P(Cl)(Cl)[Cl:16]. Product: [Cl:16][C:2]1[CH:11]=[N:10][C:9]2[C:4](=[CH:5][CH:6]=[C:7]([C:12]#[N:13])[CH:8]=2)[N:3]=1. The catalyst class is: 85. (4) Reactant: [CH3:1][O:2][C:3]1[CH:4]=[C:5]2[C:10](=[CH:11][C:12]=1[O:13][CH3:14])[N:9]=[CH:8][N:7]=[C:6]2[O:15][C:16]1[CH:22]=[CH:21][C:19]([NH2:20])=[C:18]([F:23])[CH:17]=1.ClC(Cl)(O[C:28](=[O:34])OC(Cl)(Cl)Cl)Cl.Cl.[CH2:37]([NH2:40])[C:38]#[CH:39].C(=O)([O-])O.[Na+]. Product: [CH3:1][O:2][C:3]1[CH:4]=[C:5]2[C:10](=[CH:11][C:12]=1[O:13][CH3:14])[N:9]=[CH:8][N:7]=[C:6]2[O:15][C:16]1[CH:22]=[CH:21][C:19]([NH:20][C:28]([NH:40][CH2:37][C:38]#[CH:39])=[O:34])=[C:18]([F:23])[CH:17]=1. The catalyst class is: 542. (5) Reactant: C([C:3]1[C:12](=[O:13])[C:11]2[C:6](=[C:7]([OH:15])[C:8]([OH:14])=[CH:9][CH:10]=2)[O:5][CH:4]=1)=O.C([O-])([O-])=O.[K+].[K+].Cl. Product: [OH:14][C:8]1[C:7]([OH:15])=[C:6]2[C:11]([C:12](=[O:13])[CH:3]=[CH:4][O:5]2)=[CH:10][CH:9]=1. The catalyst class is: 6. (6) Reactant: [CH:1]([C:3]1[CH:4]=[C:5]([CH:10]=[CH:11][CH:12]=1)[C:6]([O:8]C)=[O:7])=[O:2].[OH-].[Na+].C(OCC)(=O)C.Cl. Product: [CH:1]([C:3]1[CH:4]=[C:5]([CH:10]=[CH:11][CH:12]=1)[C:6]([OH:8])=[O:7])=[O:2]. The catalyst class is: 5. (7) Reactant: [O:1]([C:8]1[CH:13]=[CH:12][C:11]([N:14]=[C:15]=[O:16])=[CH:10][CH:9]=1)[C:2]1[CH:7]=[CH:6][CH:5]=[CH:4][CH:3]=1.[N:17]1[C:22]2[CH:23]=[CH:24][S:25][C:21]=2[C:20]([N:26]2[CH2:31][CH2:30][CH:29]([NH2:32])[CH2:28][CH2:27]2)=[N:19][CH:18]=1. Product: [O:1]([C:8]1[CH:13]=[CH:12][C:11]([NH:14][C:15]([NH:32][CH:29]2[CH2:30][CH2:31][N:26]([C:20]3[C:21]4[S:25][CH:24]=[CH:23][C:22]=4[N:17]=[CH:18][N:19]=3)[CH2:27][CH2:28]2)=[O:16])=[CH:10][CH:9]=1)[C:2]1[CH:3]=[CH:4][CH:5]=[CH:6][CH:7]=1. The catalyst class is: 2. (8) Reactant: [F:1][C:2]1[CH:7]=[C:6]([F:8])[CH:5]=[CH:4][C:3]=1[C:9](=O)[CH2:10][C:11]1[CH:12]=[CH:13][C:14]2[N:15]([C:17]([CH:20]([CH3:22])[CH3:21])=[N:18][N:19]=2)[N:16]=1.CO[C:26](OC)([N:28](C)C)[CH3:27].C1(C)C=CC=CC=1.[NH2:40]N. Product: [F:1][C:2]1[CH:7]=[C:6]([F:8])[CH:5]=[CH:4][C:3]=1[C:9]1[C:10]([C:11]2[CH:12]=[CH:13][C:14]3[N:15]([C:17]([CH:20]([CH3:22])[CH3:21])=[N:18][N:19]=3)[N:16]=2)=[C:26]([CH3:27])[NH:28][N:40]=1. The catalyst class is: 12. (9) Reactant: [CH2:1]([O:3][C:4](=[O:16])[CH2:5][N:6]1[C:14]2[C:9](=[CH:10][CH:11]=[C:12]([OH:15])[CH:13]=2)[CH:8]=[CH:7]1)[CH3:2].[CH3:17][N:18]1[C:22]([CH2:23]O)=[CH:21][C:20]([C:25]2[CH:30]=[CH:29][C:28]([C:31]([F:34])([F:33])[F:32])=[CH:27][CH:26]=2)=[N:19]1.C(P(CCCC)CCCC)CCC.CN(C)C(N=NC(N(C)C)=O)=O. Product: [CH2:1]([O:3][C:4](=[O:16])[CH2:5][N:6]1[C:14]2[C:9](=[CH:10][CH:11]=[C:12]([O:15][CH2:23][C:22]3[N:18]([CH3:17])[N:19]=[C:20]([C:25]4[CH:26]=[CH:27][C:28]([C:31]([F:33])([F:32])[F:34])=[CH:29][CH:30]=4)[CH:21]=3)[CH:13]=2)[CH:8]=[CH:7]1)[CH3:2]. The catalyst class is: 7. (10) Reactant: C([N:8](CC1C=CC=CC=1)[C:9]1([C@@H:12]2[CH2:16][CH2:15][N:14]([C@H](C3C=CC=CC=3)C)[CH2:13]2)[CH2:11][CH2:10]1)C1C=CC=CC=1.[H][H]. Product: [NH:14]1[CH2:15][CH2:16][C@@H:12]([C:9]2([NH2:8])[CH2:11][CH2:10]2)[CH2:13]1. The catalyst class is: 331.